The task is: Predict which catalyst facilitates the given reaction.. This data is from Catalyst prediction with 721,799 reactions and 888 catalyst types from USPTO. (1) Reactant: O[O:2][S:3]([O-:5])=O.[K+].CS[CH2:9][N:10]1[CH:14]=[CH:13][C:12]([N+:15]([O-:17])=[O:16])=[N:11]1.[CH3:18]O. Product: [CH3:18][S:3]([CH2:9][N:10]1[CH:14]=[CH:13][C:12]([N+:15]([O-:17])=[O:16])=[N:11]1)(=[O:5])=[O:2]. The catalyst class is: 6. (2) Reactant: [CH3:1][O:2][C:3]1[CH:10]=[CH:9][C:8]([F:11])=[CH:7][C:4]=1[CH:5]=[O:6].[CH:12]([Mg]Br)=[CH:13][CH2:14][CH3:15].[Cl-].[NH4+]. Product: [CH3:1][O:2][C:3]1[CH:10]=[CH:9][C:8]([F:11])=[CH:7][C:4]=1[CH:5]([OH:6])[CH2:15][CH2:14][CH:13]=[CH2:12]. The catalyst class is: 1. (3) Reactant: Cl[CH:2]1[CH2:7][CH2:6][CH2:5][CH2:4][CH2:3]1.[C:8]1([Mg]Br)[CH:13]=[CH:12][CH:11]=[CH:10][CH:9]=1.N1C=CN=CC=1. Product: [CH:2]1([C:8]2[CH:13]=[CH:12][CH:11]=[CH:10][CH:9]=2)[CH2:7][CH2:6][CH2:5][CH2:4][CH2:3]1. The catalyst class is: 1.